The task is: Predict the reaction yield, written as a fraction of the theoretical maximum amount of product (1.0 means a 100% yield; for example, 0.34 means a 34% yield).. This data is from Reaction yield outcomes from USPTO patents with 853,638 reactions. The reactants are O[CH2:2][CH:3]([C:7]1[S:8][C:9]([C:12]2[C:13]3[CH:20]=[CH:19][N:18](COCC[Si](C)(C)C)[C:14]=3[N:15]=[CH:16][N:17]=2)=[CH:10][N:11]=1)[CH2:4][C:5]#[N:6].CS(Cl)(=O)=O.[C-:34]#[N:35].[Na+]. The catalyst is C(Cl)Cl.O. The product is [N:15]1[C:14]2[NH:18][CH:19]=[CH:20][C:13]=2[C:12]([C:9]2[S:8][C:7]([CH:3]([CH2:2][C:34]#[N:35])[CH2:4][C:5]#[N:6])=[N:11][CH:10]=2)=[N:17][CH:16]=1. The yield is 0.0700.